Dataset: Full USPTO retrosynthesis dataset with 1.9M reactions from patents (1976-2016). Task: Predict the reactants needed to synthesize the given product. Given the product [N:1]1([S:11]([C:14]2[CH:15]=[C:16]([N:20]3[C:29](=[O:30])[C:28]4[C:27]([C:31]([NH:35][CH2:36][CH2:37][OH:38])=[O:33])=[CH:26][CH:25]=[CH:24][C:23]=4[NH:22][C:21]3=[O:34])[CH:17]=[CH:18][CH:19]=2)(=[O:13])=[O:12])[C:10]2[C:5](=[CH:6][CH:7]=[CH:8][CH:9]=2)[CH2:4][CH2:3][CH2:2]1, predict the reactants needed to synthesize it. The reactants are: [N:1]1([S:11]([C:14]2[CH:15]=[C:16]([N:20]3[C:29](=[O:30])[C:28]4[C:27]([C:31]([OH:33])=O)=[CH:26][CH:25]=[CH:24][C:23]=4[NH:22][C:21]3=[O:34])[CH:17]=[CH:18][CH:19]=2)(=[O:13])=[O:12])[C:10]2[C:5](=[CH:6][CH:7]=[CH:8][CH:9]=2)[CH2:4][CH2:3][CH2:2]1.[NH2:35][CH2:36][CH2:37][OH:38].ON1C2C=CC=CC=2N=N1.C(N(CC)C(C)C)(C)C.Cl.C(N=C=NCCCN(C)C)C.